This data is from Reaction yield outcomes from USPTO patents with 853,638 reactions. The task is: Predict the reaction yield, written as a fraction of the theoretical maximum amount of product (1.0 means a 100% yield; for example, 0.34 means a 34% yield). (1) The reactants are CO[C:3]([C:5]1[S:9][C:8]([N:10]2[CH2:15][CH2:14][N:13]([S:16]([C:19]3[C:28]4[C:23](=[C:24]([N:29]([CH3:31])[CH3:30])[CH:25]=[CH:26][CH:27]=4)[CH:22]=[CH:21][CH:20]=3)(=[O:18])=[O:17])[CH2:12][CH2:11]2)=[N:7][CH:6]=1)=[O:4].Cl.[NH2:33][OH:34].C[O-].[Na+].CO.Cl. The catalyst is O1CCOCC1. The product is [OH:34][NH:33][C:3]([C:5]1[S:9][C:8]([N:10]2[CH2:15][CH2:14][N:13]([S:16]([C:19]3[C:28]4[C:23](=[C:24]([N:29]([CH3:30])[CH3:31])[CH:25]=[CH:26][CH:27]=4)[CH:22]=[CH:21][CH:20]=3)(=[O:18])=[O:17])[CH2:12][CH2:11]2)=[N:7][CH:6]=1)=[O:4]. The yield is 0.0800. (2) The reactants are [NH2:1][C:2]1[N:7]=[C:6]([C:8]2[CH2:9][N:10]([C:14]([O:16][C:17]([CH3:20])([CH3:19])[CH3:18])=[O:15])[CH2:11][CH2:12][CH:13]=2)[CH:5]=[CH:4][C:3]=1[N+:21]([O-])=O.CCO.[O:27]([CH2:34][C:35]1[CH:42]=[CH:41][C:38]([CH:39]=O)=[CH:37][CH:36]=1)[C:28]1[CH:33]=[CH:32][CH:31]=[CH:30][CH:29]=1.C(OI(C1C=CC=CC=1)OC(=O)C)(=O)C. The catalyst is CCN(C(C)C)C(C)C.CCOC(C)=O.CO.[Pt](=O)=O. The product is [O:27]([CH2:34][C:35]1[CH:36]=[CH:37][C:38]([C:39]2[NH:1][C:2]3=[N:7][C:6]([CH:8]4[CH2:13][CH2:12][CH2:11][N:10]([C:14]([O:16][C:17]([CH3:20])([CH3:19])[CH3:18])=[O:15])[CH2:9]4)=[CH:5][CH:4]=[C:3]3[N:21]=2)=[CH:41][CH:42]=1)[C:28]1[CH:29]=[CH:30][CH:31]=[CH:32][CH:33]=1. The yield is 0.280. (3) The reactants are I[C:2]1[CH:3]=[C:4]([C:13]([O:15][CH2:16][CH3:17])=[O:14])[C:5]2[O:9][C:8]([CH3:11])([CH3:10])[CH2:7][C:6]=2[CH:12]=1.[CH:18]1[CH2:22][CH2:21][CH2:20][CH:19]=1.CCCC[N+](CCCC)(CCCC)CCCC.[F-].C([O-])([O-])=O.[K+].[K+]. The catalyst is C([O-])(=O)C.[Pd+2].C([O-])(=O)C.CC1C(P(C2C(C)=CC=CC=2)C2C(C)=CC=CC=2)=CC=CC=1.CCOC(C)=O.CN(C=O)C. The product is [CH:22]1([C:2]2[CH:3]=[C:4]([C:13]([O:15][CH2:16][CH3:17])=[O:14])[C:5]3[O:9][C:8]([CH3:11])([CH3:10])[CH2:7][C:6]=3[CH:12]=2)[CH2:21][CH2:20][CH:19]=[CH:18]1. The yield is 0.664. (4) The reactants are [F:1][C:2]1[CH:28]=[C:27]([N+:29]([O-])=O)[CH:26]=[CH:25][C:3]=1[O:4][C:5]1[C:6]2[S:13][C:12]([C:14]([NH:16][CH2:17][CH2:18][N:19]3[CH2:24][CH2:23][O:22][CH2:21][CH2:20]3)=[O:15])=[CH:11][C:7]=2[N:8]=[CH:9][N:10]=1.[BH4-].[Na+]. The catalyst is CO.Cl[Ni]Cl. The product is [NH2:29][C:27]1[CH:26]=[CH:25][C:3]([O:4][C:5]2[C:6]3[S:13][C:12]([C:14]([NH:16][CH2:17][CH2:18][N:19]4[CH2:24][CH2:23][O:22][CH2:21][CH2:20]4)=[O:15])=[CH:11][C:7]=3[N:8]=[CH:9][N:10]=2)=[C:2]([F:1])[CH:28]=1. The yield is 0.850. (5) The reactants are [CH3:1][O:2][C:3]1[CH:4]=[C:5]2[C:10](=[CH:11][C:12]=1[OH:13])[N:9]=[CH:8][CH:7]=[C:6]2[O:14][C:15]1[C:16]([C:23]2[CH:28]=[CH:27][C:26]([CH3:29])=[CH:25][N:24]=2)=[N:17][C:18]([CH3:22])=[C:19]([CH3:21])[CH:20]=1.C(=O)([O-])[O-].[K+].[K+].Br[CH2:37][CH2:38][OH:39]. The catalyst is CN(C)C=O. The product is [CH3:1][O:2][C:3]1[CH:4]=[C:5]2[C:10](=[CH:11][C:12]=1[O:13][CH2:37][CH2:38][OH:39])[N:9]=[CH:8][CH:7]=[C:6]2[O:14][C:15]1[C:16]([C:23]2[CH:28]=[CH:27][C:26]([CH3:29])=[CH:25][N:24]=2)=[N:17][C:18]([CH3:22])=[C:19]([CH3:21])[CH:20]=1. The yield is 0.610.